Dataset: TCR-epitope binding with 47,182 pairs between 192 epitopes and 23,139 TCRs. Task: Binary Classification. Given a T-cell receptor sequence (or CDR3 region) and an epitope sequence, predict whether binding occurs between them. (1) The epitope is SLYNTVATL. The TCR CDR3 sequence is CASSLTGTGFKQFF. Result: 0 (the TCR does not bind to the epitope). (2) The epitope is FPPTSFGPL. The TCR CDR3 sequence is CASSQGQGSTEAFF. Result: 1 (the TCR binds to the epitope).